The task is: Predict the product of the given reaction.. This data is from Forward reaction prediction with 1.9M reactions from USPTO patents (1976-2016). (1) Given the reactants Cl[C:2]1[CH:3]=[CH:4][N:5]2[C:10]([C:11]=1[O:12][CH3:13])=[C:9]([CH:14]1[CH2:16][CH2:15]1)[CH:8]=[C:7]([C:17]([O:19]CC)=[O:18])[C:6]2=[O:22].C(O)C.C(=O)([O-])[O-].[Na+].[Na+].[CH3:32][N:33]([CH2:35][C:36]1[CH:41]=[CH:40][CH:39]=[CH:38][C:37]=1B(O)O)[CH3:34], predict the reaction product. The product is: [CH:14]1([C:9]2[CH:8]=[C:7]([C:17]([OH:19])=[O:18])[C:6](=[O:22])[N:5]3[C:10]=2[C:11]([O:12][CH3:13])=[C:2]([C:37]2[CH:38]=[CH:39][CH:40]=[CH:41][C:36]=2[CH2:35][N:33]([CH3:34])[CH3:32])[CH:3]=[CH:4]3)[CH2:15][CH2:16]1. (2) Given the reactants [I:1][C:2]1[NH:6][C:5]([C@@H:7]2[CH2:11][C@H:10]([CH3:12])[CH2:9][N:8]2C(OC(C)(C)C)=O)=[N:4][C:3]=1[CH3:20].[ClH:21], predict the reaction product. The product is: [ClH:21].[I:1][C:2]1[NH:6][C:5]([C@@H:7]2[CH2:11][C@H:10]([CH3:12])[CH2:9][NH:8]2)=[N:4][C:3]=1[CH3:20]. (3) Given the reactants C(N(C(C)C)CC)(C)C.[CH3:10][O:11][C:12]1[CH:13]=[C:14](/[CH:24]=[CH:25]/[C:26]([OH:28])=O)[CH:15]=[CH:16][C:17]=1[N:18]1[CH:22]=[C:21]([CH3:23])[N:20]=[CH:19]1.C1N(P(Cl)(N2C(=O)OCC2)=O)C(=O)OC1.Cl.[Cl:45][CH2:46][CH2:47][CH2:48][CH2:49][CH:50]([C:55]1[CH:60]=[C:59]([F:61])[C:58]([F:62])=[C:57]([F:63])[CH:56]=1)[C:51]([NH:53][NH2:54])=O, predict the reaction product. The product is: [Cl:45][CH2:46][CH2:47][CH2:48][CH2:49][CH:50]([C:51]1[O:28][C:26](/[CH:25]=[CH:24]/[C:14]2[CH:15]=[CH:16][C:17]([N:18]3[CH:22]=[C:21]([CH3:23])[N:20]=[CH:19]3)=[C:12]([O:11][CH3:10])[CH:13]=2)=[N:54][N:53]=1)[C:55]1[CH:56]=[C:57]([F:63])[C:58]([F:62])=[C:59]([F:61])[CH:60]=1.